Dataset: Catalyst prediction with 721,799 reactions and 888 catalyst types from USPTO. Task: Predict which catalyst facilitates the given reaction. Reactant: [C:1](/[C:3](=[CH:9]\[C:10]1[C:15]([O:16][CH3:17])=[CH:14][CH:13]=[CH:12][C:11]=1[O:18][CH3:19])/[C:4]([O:6][CH2:7][CH3:8])=[O:5])#[N:2].[C:20]1([Mg]Br)[C:29]2[C:24](=[CH:25][CH:26]=[CH:27][CH:28]=2)[CH:23]=[CH:22][CH:21]=1. Product: [C:1]([CH:3]([CH:9]([C:10]1[C:11]([O:18][CH3:19])=[CH:12][CH:13]=[CH:14][C:15]=1[O:16][CH3:17])[C:28]1[C:29]2[C:24](=[CH:23][CH:22]=[CH:21][CH:20]=2)[CH:25]=[CH:26][CH:27]=1)[C:4]([O:6][CH2:7][CH3:8])=[O:5])#[N:2]. The catalyst class is: 7.